The task is: Predict the reaction yield, written as a fraction of the theoretical maximum amount of product (1.0 means a 100% yield; for example, 0.34 means a 34% yield).. This data is from Reaction yield outcomes from USPTO patents with 853,638 reactions. (1) The reactants are [O:1]1[C:5]2[CH:6]=[CH:7][C:8]([C:10]3([C:13]([OH:15])=[O:14])[CH2:12][CH2:11]3)=[CH:9][C:4]=2[CH:3]=[CH:2]1. The catalyst is CO.O=[Pt]=O. The product is [O:1]1[C:5]2[CH:6]=[CH:7][C:8]([C:10]3([C:13]([OH:15])=[O:14])[CH2:12][CH2:11]3)=[CH:9][C:4]=2[CH2:3][CH2:2]1. The yield is 0.470. (2) The reactants are Cl[C:2]1[C:11]2[C:6](=[CH:7][C:8]([O:20][CH3:21])=[CH:9][C:10]=2[O:12][CH:13]2[CH2:18][CH2:17][N:16]([CH3:19])[CH2:15][CH2:14]2)[N:5]=[CH:4][N:3]=1.[C:22]([C:24]1[CH:25]=[C:26]([CH:28]=[CH:29][CH:30]=1)[NH2:27])#[CH:23]. The product is [C:22]([C:24]1[CH:25]=[C:26]([CH:28]=[CH:29][CH:30]=1)[NH:27][C:2]1[C:11]2[C:6](=[CH:7][C:8]([O:20][CH3:21])=[CH:9][C:10]=2[O:12][CH:13]2[CH2:18][CH2:17][N:16]([CH3:19])[CH2:15][CH2:14]2)[N:5]=[CH:4][N:3]=1)#[CH:23]. No catalyst specified. The yield is 0.410. (3) The reactants are C(C1C=CN=C(C2C=C(C(C)(C)C)C=CN=2)C=1)(C)(C)C.[CH3:36][C:31]1([CH3:37])[C:32]([CH3:35])([CH3:34])[O:33][B:29]([B:29]2[O:33][C:32]([CH3:35])([CH3:34])[C:31]([CH3:37])([CH3:36])[O:30]2)[O:30]1.[Cl:39][C:40]1[CH:41]=[CH:42][CH:43]=[C:44]2[C:48]=1[NH:47][CH:46]=[CH:45]2. The catalyst is COCCOC. The product is [Cl:39][C:40]1[CH:41]=[CH:42][CH:43]=[C:44]2[C:48]=1[NH:47][C:46]([B:29]1[O:30][C:31]([CH3:36])([CH3:37])[C:32]([CH3:34])([CH3:35])[O:33]1)=[CH:45]2. The yield is 0.960. (4) The reactants are [C:1]([O:4][CH2:5][C@@:6]([NH:27]C(=O)C)([CH2:25][CH3:26])[CH2:7][CH2:8][C:9]1[O:10][C:11]([C:14]#[C:15][CH2:16][CH2:17][O:18][CH:19]2[CH2:24][CH2:23][CH2:22][CH2:21][CH2:20]2)=[CH:12][CH:13]=1)(=[O:3])[CH3:2].O1CCCC1.CO.[OH2:38].[OH-:39].[Li+]. The catalyst is O. The product is [C:2]([OH:39])(=[O:38])[C:1]([OH:4])=[O:3].[NH2:27][C@:6]([CH2:25][CH3:26])([CH2:7][CH2:8][C:9]1[O:10][C:11]([C:14]#[C:15][CH2:16][CH2:17][O:18][CH:19]2[CH2:20][CH2:21][CH2:22][CH2:23][CH2:24]2)=[CH:12][CH:13]=1)[CH2:5][OH:4]. The yield is 0.990.